This data is from Catalyst prediction with 721,799 reactions and 888 catalyst types from USPTO. The task is: Predict which catalyst facilitates the given reaction. (1) Reactant: [NH:1]([C:16]([O:18][C:19]([CH3:22])([CH3:21])[CH3:20])=[O:17])[C@H:2]([C:6]([N:8]1[CH2:15][CH2:14][CH2:13][C@H:9]1[C:10]([OH:12])=[O:11])=[O:7])[CH:3]([CH3:5])[CH3:4].ON1C2C=CC=CC=2N=N1.C(N=C=NC(C)C)(C)C.[CH:42]1[C:48]([NH2:49])=[N:47][C:45](=[O:46])[N:44]([C@@H:50]2[O:54][C@H:53]([CH2:55][OH:56])[C@@H:52]([OH:57])[C@@H:51]2[OH:58])[CH:43]=1. Product: [NH:1]([C:16]([O:18][C:19]([CH3:21])([CH3:20])[CH3:22])=[O:17])[C@H:2]([C:6]([N:8]1[CH2:15][CH2:14][CH2:13][C@H:9]1[C:10]([OH:12])=[O:11])=[O:7])[CH:3]([CH3:5])[CH3:4].[CH:42]1[C:48]([NH2:49])=[N:47][C:45](=[O:46])[N:44]([C@@H:50]2[O:54][C@H:53]([CH2:55][OH:56])[C@@H:52]([OH:57])[C@@H:51]2[OH:58])[CH:43]=1. The catalyst class is: 9. (2) Reactant: [C:1]([O:5][C:6]([NH:8][C@@H:9]([CH:24]([CH3:26])[CH3:25])[C:10]([N:12]1[C:16]2=[N:17][CH:18]=[CH:19][CH:20]=[C:15]2[CH2:14][CH:13]1[C:21](O)=[O:22])=[O:11])=[O:7])([CH3:4])([CH3:3])[CH3:2].C(N(C(C)C)CC)(C)C.C1(P(Cl)(C2C=CC=CC=2)=O)C=CC=CC=1.[F:51][C:52]1[CH:58]=[CH:57][CH:56]=[C:55]([F:59])[C:53]=1[NH2:54].OS([O-])(=O)=O.[K+]. Product: [F:51][C:52]1[CH:58]=[CH:57][CH:56]=[C:55]([F:59])[C:53]=1[NH:54][C:21]([C@H:13]1[N:12]([C:10](=[O:11])[C@@H:9]([NH:8][C:6](=[O:7])[O:5][C:1]([CH3:4])([CH3:2])[CH3:3])[CH:24]([CH3:25])[CH3:26])[C:16]2=[N:17][CH:18]=[CH:19][CH:20]=[C:15]2[CH2:14]1)=[O:22].[F:51][C:52]1[CH:58]=[CH:57][CH:56]=[C:55]([F:59])[C:53]=1[NH:54][C:21]([C@H:13]1[N:12]([C:10](=[O:11])[C@H:9]([NH:8][C:6](=[O:7])[O:5][C:1]([CH3:4])([CH3:2])[CH3:3])[CH:24]([CH3:25])[CH3:26])[C:16]2=[N:17][CH:18]=[CH:19][CH:20]=[C:15]2[CH2:14]1)=[O:22]. The catalyst class is: 2. (3) Product: [CH3:16][O:15][C:3]1[CH:4]=[C:5]([CH2:8][CH2:9][C:10]([O:12][CH2:13][CH3:14])=[O:11])[CH:6]=[CH:7][C:2]=1[O:1][CH2:19][CH:18]=[CH2:17]. The catalyst class is: 6. Reactant: [OH:1][C:2]1[CH:7]=[CH:6][C:5]([CH2:8][CH2:9][C:10]([O:12][CH2:13][CH3:14])=[O:11])=[CH:4][C:3]=1[O:15][CH3:16].[CH2:17](Br)[CH:18]=[CH2:19].C(=O)([O-])[O-].[K+].[K+].CN(C=O)C. (4) Reactant: [H-].[Na+].Br[C@H:4]([CH3:8])[C:5]([OH:7])=[O:6].[CH:9]1[C:14]([OH:15])=[CH:13][CH:12]=[C:11]([CH3:16])[CH:10]=1.C1([O-])C=CC=CC=1.BrC(C)C([O-])=O. Product: [C:11]1([CH3:16])[CH:10]=[CH:9][C:14]([O:15][C@H:4]([CH3:8])[C:5]([OH:7])=[O:6])=[CH:13][CH:12]=1. The catalyst class is: 1. (5) Reactant: [CH3:1][N:2]([CH3:26])[CH:3]1[CH2:8][CH2:7][CH2:6][N:5]([C:9]([C:11]2[CH:12]=[C:13]3[C:17](=[CH:18][CH:19]=2)[N:16]([CH:20]([CH3:22])[CH3:21])[C:15]([C:23]([OH:25])=O)=[CH:14]3)=[O:10])[CH2:4]1.Cl.[F:28][C:29]1([F:35])[CH2:34][CH2:33][NH:32][CH2:31][CH2:30]1.Cl.C(N=C=NCCCN(C)C)C. Product: [F:28][C:29]1([F:35])[CH2:34][CH2:33][N:32]([C:23]([C:15]2[N:16]([CH:20]([CH3:21])[CH3:22])[C:17]3[C:13]([CH:14]=2)=[CH:12][C:11]([C:9]([N:5]2[CH2:6][CH2:7][CH2:8][CH:3]([N:2]([CH3:1])[CH3:26])[CH2:4]2)=[O:10])=[CH:19][CH:18]=3)=[O:25])[CH2:31][CH2:30]1. The catalyst class is: 66. (6) Reactant: [Br:1][C:2]1[CH:7]=[CH:6][C:5]([C:8](=O)[CH2:9][NH:10][C:11]([C@@H:13]2[CH2:21][C:16]3([O:20][CH2:19][CH2:18][O:17]3)[CH2:15][N:14]2[C:22](=[O:32])[C@@H:23]([NH:27][C:28](=[O:31])[O:29][CH3:30])[CH:24]([CH3:26])[CH3:25])=O)=[CH:4][CH:3]=1.O1CCOCC1.C([O-])(=O)C.[NH4+:44]. Product: [Br:1][C:2]1[CH:7]=[CH:6][C:5]([C:8]2[NH:44][C:11]([C@@H:13]3[CH2:21][C:16]4([O:17][CH2:18][CH2:19][O:20]4)[CH2:15][N:14]3[C:22](=[O:32])[C@@H:23]([NH:27][C:28](=[O:31])[O:29][CH3:30])[CH:24]([CH3:26])[CH3:25])=[N:10][CH:9]=2)=[CH:4][CH:3]=1. The catalyst class is: 25.